This data is from Full USPTO retrosynthesis dataset with 1.9M reactions from patents (1976-2016). The task is: Predict the reactants needed to synthesize the given product. Given the product [CH2:31]([N:33]([CH2:34][CH2:35][C:36]1[CH:41]=[CH:40][CH:39]=[CH:38][N:37]=1)[C:26]([N:17]1[CH2:16][CH2:15][C:12]2([C:11](=[O:20])[N:10]([C:7]3[CH:8]=[CH:9][C:4]([O:3][C:2]([F:1])([F:21])[F:22])=[CH:5][CH:6]=3)[CH2:14][CH2:13]2)[CH2:19][CH2:18]1)=[O:25])[CH3:32], predict the reactants needed to synthesize it. The reactants are: [F:1][C:2]([F:22])([F:21])[O:3][C:4]1[CH:9]=[CH:8][C:7]([N:10]2[CH2:14][CH2:13][C:12]3([CH2:19][CH2:18][NH:17][CH2:16][CH2:15]3)[C:11]2=[O:20])=[CH:6][CH:5]=1.O=C(Cl)[O:25][C:26](Cl)(Cl)Cl.[CH2:31]([NH:33][CH2:34][CH2:35][C:36]1[CH:41]=[CH:40][CH:39]=[CH:38][N:37]=1)[CH3:32].